This data is from Peptide-MHC class I binding affinity with 185,985 pairs from IEDB/IMGT. The task is: Regression. Given a peptide amino acid sequence and an MHC pseudo amino acid sequence, predict their binding affinity value. This is MHC class I binding data. (1) The peptide sequence is SVAMCRTPF. The MHC is HLA-B15:01 with pseudo-sequence HLA-B15:01. The binding affinity (normalized) is 0.680. (2) The peptide sequence is PSGDLRQRL. The MHC is Mamu-B08 with pseudo-sequence Mamu-B08. The binding affinity (normalized) is 0.0381. (3) The peptide sequence is ELRSLYNTV. The MHC is HLA-A24:02 with pseudo-sequence HLA-A24:02. The binding affinity (normalized) is 0.0115.